This data is from Reaction yield outcomes from USPTO patents with 853,638 reactions. The task is: Predict the reaction yield, written as a fraction of the theoretical maximum amount of product (1.0 means a 100% yield; for example, 0.34 means a 34% yield). (1) The reactants are [C:1]([C:3]1[CH:8]=[CH:7][CH:6]=[CH:5][C:4]=1[C:9]1[CH:14]=[CH:13][C:12]([CH2:15][C:16]2[C:17](=[O:42])[N:18]([C@H:28]3[CH2:33][CH2:32][C@H:31]([O:34][CH2:35][C:36](N(OC)C)=[O:37])[CH2:30][CH2:29]3)[C:19]3[N:20]([N:25]=[CH:26][CH:27]=3)[C:21]=2[CH2:22][CH2:23][CH3:24])=[CH:11][CH:10]=1)#[N:2].[CH:43]([Mg]Br)([CH3:45])[CH3:44].C(OCC)(=O)C. The catalyst is O1CCCC1. The product is [OH:37][CH:36]([CH:43]([CH3:45])[CH3:44])[CH2:35][O:34][C@H:31]1[CH2:32][CH2:33][C@H:28]([N:18]2[C:17](=[O:42])[C:16]([CH2:15][C:12]3[CH:13]=[CH:14][C:9]([C:4]4[C:3]([C:1]#[N:2])=[CH:8][CH:7]=[CH:6][CH:5]=4)=[CH:10][CH:11]=3)=[C:21]([CH2:22][CH2:23][CH3:24])[N:20]3[N:25]=[CH:26][CH:27]=[C:19]23)[CH2:29][CH2:30]1. The yield is 0.560. (2) The reactants are [O:1]1[C:6]2[CH:7]=[CH:8][C:9]([CH2:11]O)=[CH:10][C:5]=2[O:4][CH2:3][CH2:2]1.O=S(Cl)[Cl:15]. No catalyst specified. The product is [Cl:15][CH2:11][C:9]1[CH:8]=[CH:7][C:6]2[O:1][CH2:2][CH2:3][O:4][C:5]=2[CH:10]=1. The yield is 0.880. (3) The reactants are Br[C:2]1[C:7]([O:8][C:9]2[CH:16]=[CH:15][C:12]([C:13]#[N:14])=[CH:11][CH:10]=2)=[C:6]([CH:17]([CH3:19])[CH3:18])[C:5]([O:20][CH3:21])=[CH:4][CH:3]=1.C(=O)([O-])[O-].[Na+].[Na+].O.C(OCC)C. The catalyst is CC(N(C)C)=O.C([O-])(=O)C.[Pd+2].C([O-])(=O)C. The product is [CH:17]([C:6]1[C:7]2[O:8][C:9]3[CH:16]=[CH:15][C:12]([C:13]#[N:14])=[CH:11][C:10]=3[C:2]=2[CH:3]=[CH:4][C:5]=1[O:20][CH3:21])([CH3:19])[CH3:18]. The yield is 0.300.